The task is: Predict the reactants needed to synthesize the given product.. This data is from Full USPTO retrosynthesis dataset with 1.9M reactions from patents (1976-2016). (1) Given the product [Cl:1][C:2]1[C:20]([Cl:21])=[CH:19][C:5]2[N:6]([C:9]3[S:13][C:12]([C:14]([O:16][CH3:17])=[O:15])=[C:11]([O:18][CH2:46][C:43]4[CH:44]=[CH:45][O:41][CH:42]=4)[CH:10]=3)[CH:7]=[N:8][C:4]=2[CH:3]=1, predict the reactants needed to synthesize it. The reactants are: [Cl:1][C:2]1[C:20]([Cl:21])=[CH:19][C:5]2[N:6]([C:9]3[S:13][C:12]([C:14]([O:16][CH3:17])=[O:15])=[C:11]([OH:18])[CH:10]=3)[CH:7]=[N:8][C:4]=2[CH:3]=1.C1(P(C2C=CC=CC=2)C2C=CC=CC=2)C=CC=CC=1.[O:41]1[CH:45]=[CH:44][C:43]([CH2:46]O)=[CH:42]1.N(C(OCC)=O)=NC(OCC)=O. (2) Given the product [Cl:3][C:4]1[CH:5]=[C:6]([C:14]2[O:18][N:17]=[C:16]([C:19]3[CH:20]=[C:21]([F:35])[CH:22]=[C:23]4[C:27]=3[NH:26][CH:25]=[C:24]4[CH2:28][CH2:29][C:30]([OH:32])=[O:31])[N:15]=2)[CH:7]=[N:8][C:9]=1[O:10][CH:11]([CH3:13])[CH3:12], predict the reactants needed to synthesize it. The reactants are: [OH-].[Na+].[Cl:3][C:4]1[CH:5]=[C:6]([C:14]2[O:18][N:17]=[C:16]([C:19]3[CH:20]=[C:21]([F:35])[CH:22]=[C:23]4[C:27]=3[NH:26][CH:25]=[C:24]4[CH2:28][CH2:29][C:30]([O:32]CC)=[O:31])[N:15]=2)[CH:7]=[N:8][C:9]=1[O:10][CH:11]([CH3:13])[CH3:12].Cl. (3) Given the product [F:9][C:10]1[CH:15]=[CH:14][C:13]([C:39]2[CH:44]=[N:43][C:42]([C:45]#[C:46][Si:47]([CH3:48])([CH3:50])[CH3:49])=[CH:41][CH:40]=2)=[CH:12][C:11]=1[C@:25]1([CH2:36][F:37])[CH2:30][C@@H:29]([C:31]([F:33])([F:32])[F:34])[O:28][C:27]([NH2:35])=[N:26]1, predict the reactants needed to synthesize it. The reactants are: P([O-])([O-])([O-])=O.[K+].[K+].[K+].[F:9][C:10]1[CH:15]=[CH:14][C:13](B2OC(C)(C)C(C)(C)O2)=[CH:12][C:11]=1[C@:25]1([CH2:36][F:37])[CH2:30][C@@H:29]([C:31]([F:34])([F:33])[F:32])[O:28][C:27]([NH2:35])=[N:26]1.Br[C:39]1[CH:40]=[CH:41][C:42]([C:45]#[C:46][Si:47]([CH3:50])([CH3:49])[CH3:48])=[N:43][CH:44]=1.CCCCCC. (4) Given the product [Br:20][CH:12]([C:13]1[CH:18]=[CH:17][CH:16]=[CH:15][CH:14]=1)[C:11]([C:4]1[C:5]2[C:10](=[CH:9][CH:8]=[CH:7][CH:6]=2)[N:2]([CH3:1])[CH:3]=1)=[O:19], predict the reactants needed to synthesize it. The reactants are: [CH3:1][N:2]1[C:10]2[C:5](=[CH:6][CH:7]=[CH:8][CH:9]=2)[C:4]([C:11](=[O:19])[CH2:12][C:13]2[CH:18]=[CH:17][CH:16]=[CH:15][CH:14]=2)=[CH:3]1.[Br-:20].[Br-].[Br-].C1([N+](C)(C)C)C=CC=CC=1.C1([N+](C)(C)C)C=CC=CC=1.C1([N+](C)(C)C)C=CC=CC=1. (5) Given the product [CH:7]([O:11][C:12]1[CH:21]=[CH:20][C:15]2[S:16][C:17](=[O:19])[O:18][C:14]=2[CH:13]=1)([CH3:9])[CH3:8], predict the reactants needed to synthesize it. The reactants are: C(=O)([O-])[O-].[K+].[K+].[CH:7](I)([CH3:9])[CH3:8].[OH:11][C:12]1[CH:21]=[CH:20][C:15]2[S:16][C:17](=[O:19])[O:18][C:14]=2[CH:13]=1.O. (6) Given the product [O:1]1[CH2:6][CH2:5][CH2:4][CH:3]([NH:10][NH:9][C:8]([O:12][C:13]([CH3:16])([CH3:15])[CH3:14])=[O:11])[CH2:2]1, predict the reactants needed to synthesize it. The reactants are: [O:1]1[CH2:6][CH2:5][CH2:4][C:3](=O)[CH2:2]1.[C:8]([O:12][C:13]([CH3:16])([CH3:15])[CH3:14])(=[O:11])[NH:9][NH2:10].C(O)(=O)C.C(O[BH-](OC(=O)C)OC(=O)C)(=O)C.[Na+].